This data is from Catalyst prediction with 721,799 reactions and 888 catalyst types from USPTO. The task is: Predict which catalyst facilitates the given reaction. (1) Product: [Cl:3][C:4]1[C:12]2[N:11]([CH2:21][CH:20]([C:22]3[CH:23]=[N:24][CH:25]=[CH:26][CH:27]=3)[OH:19])[C:10]3[CH2:13][CH2:14][N:15]([CH3:17])[CH2:16][C:9]=3[C:8]=2[C:7]([Cl:18])=[CH:6][CH:5]=1. The catalyst class is: 3. Reactant: [H-].[Na+].[Cl:3][C:4]1[C:12]2[NH:11][C:10]3[CH2:13][CH2:14][N:15]([CH3:17])[CH2:16][C:9]=3[C:8]=2[C:7]([Cl:18])=[CH:6][CH:5]=1.[O:19]1[CH2:21][CH:20]1[C:22]1[CH:23]=[N:24][CH:25]=[CH:26][CH:27]=1. (2) Reactant: C([O:8][C:9]1[C:13]([O:14]CC2C=CC=CC=2)=[C:12]([C:22]#[N:23])[N:11]([C:24]2[CH:29]=[CH:28][C:27]([F:30])=[CH:26][CH:25]=2)[C:10]=1[C:31]([O:33][CH2:34][CH3:35])=[O:32])C1C=CC=CC=1. Product: [C:22]([C:12]1[N:11]([C:24]2[CH:25]=[CH:26][C:27]([F:30])=[CH:28][CH:29]=2)[C:10]([C:31]([O:33][CH2:34][CH3:35])=[O:32])=[C:9]([OH:8])[C:13]=1[OH:14])#[N:23]. The catalyst class is: 123. (3) Reactant: [CH3:1][O:2][C:3](=[O:53])[CH2:4][C@H:5]([O:45][Si](C(C)(C)C)(C)C)[CH2:6][C:7](=[O:44])[CH:8]=[CH:9][C:10]1[N:11]([CH:41]([CH3:43])[CH3:42])[C:12]([C:28](=[O:40])[NH:29][C:30]2[CH:35]=[CH:34][CH:33]=[C:32]([S:36](=[O:39])(=[O:38])[NH2:37])[CH:31]=2)=[C:13]([C:22]2[CH:27]=[CH:26][CH:25]=[CH:24][CH:23]=2)[C:14]=1[C:15]1[CH:20]=[CH:19][C:18]([F:21])=[CH:17][CH:16]=1.F. Product: [CH3:1][O:2][C:3](=[O:53])[CH2:4][C@H:5]([OH:45])[CH2:6][C:7](=[O:44])[CH:8]=[CH:9][C:10]1[N:11]([CH:41]([CH3:42])[CH3:43])[C:12]([C:28](=[O:40])[NH:29][C:30]2[CH:35]=[CH:34][CH:33]=[C:32]([S:36](=[O:38])(=[O:39])[NH2:37])[CH:31]=2)=[C:13]([C:22]2[CH:27]=[CH:26][CH:25]=[CH:24][CH:23]=2)[C:14]=1[C:15]1[CH:16]=[CH:17][C:18]([F:21])=[CH:19][CH:20]=1. The catalyst class is: 10. (4) Reactant: [NH2:1][C:2]1[C:7]([N+:8]([O-])=O)=[CH:6][C:5]([C:11]2[CH:16]=[CH:15][C:14]([C:17]#[N:18])=[CH:13][CH:12]=2)=[C:4]([F:19])[CH:3]=1.[Cl-].[NH4+]. Product: [NH2:1][C:2]1[C:7]([NH2:8])=[CH:6][C:5]([C:11]2[CH:12]=[CH:13][C:14]([C:17]#[N:18])=[CH:15][CH:16]=2)=[C:4]([F:19])[CH:3]=1. The catalyst class is: 284. (5) Reactant: [NH2:1][C:2]1[CH:3]=[C:4]([CH2:8][S:9]([NH:12][CH2:13][CH2:14][CH2:15][O:16][CH3:17])(=[O:11])=[O:10])[CH:5]=[CH:6][CH:7]=1.Cl[C:19]1[CH:24]=[C:23]([C:25]2[CH:30]=[CH:29][CH:28]=[CH:27][C:26]=2[O:31][CH3:32])[N:22]=[CH:21][N:20]=1. Product: [CH3:32][O:31][C:26]1[CH:27]=[CH:28][CH:29]=[CH:30][C:25]=1[C:23]1[N:22]=[CH:21][N:20]=[C:19]([NH:1][C:2]2[CH:3]=[C:4]([CH2:8][S:9]([NH:12][CH2:13][CH2:14][CH2:15][O:16][CH3:17])(=[O:11])=[O:10])[CH:5]=[CH:6][CH:7]=2)[CH:24]=1. The catalyst class is: 3. (6) Reactant: [Cl:1][C:2]1[CH:7]=[CH:6][C:5]([CH:8]([C:11]2[CH:16]=[CH:15][C:14]([Cl:17])=[CH:13][CH:12]=2)[CH:9]=O)=[CH:4][CH:3]=1.[C:18]([N:25]1[CH2:30][CH2:29][NH:28][CH2:27][CH2:26]1)([O:20][C:21]([CH3:24])([CH3:23])[CH3:22])=[O:19].C([BH3-])#N.[Na+].O. Product: [C:21]([O:20][C:18]([N:25]1[CH2:30][CH2:29][N:28]([CH2:9][CH:8]([C:11]2[CH:16]=[CH:15][C:14]([Cl:17])=[CH:13][CH:12]=2)[C:5]2[CH:6]=[CH:7][C:2]([Cl:1])=[CH:3][CH:4]=2)[CH2:27][CH2:26]1)=[O:19])([CH3:24])([CH3:22])[CH3:23]. The catalyst class is: 5. (7) Reactant: [N:1]1([CH2:10][CH2:11][NH:12][C:13](=[O:23])/[CH:14]=[CH:15]/[C:16]2[CH:21]=[CH:20][CH:19]=[CH:18][C:17]=2F)[C:5]2C=CC=C[C:4]=2[N:3]=[CH:2]1.[CH2:24]([O:26][C:27](C1C=CC=CC=1/C=C/C(O)=O)=[O:28])[CH3:25].NCCN1C=CN=C1.CCN=C=NCCCN(C)C.Cl. Product: [CH2:24]([O:26][C:27]([C:17]1[CH:18]=[CH:19][CH:20]=[CH:21][C:16]=1/[CH:15]=[CH:14]/[C:13]([NH:12][CH2:11][CH2:10][N:1]1[CH:5]=[CH:4][N:3]=[CH:2]1)=[O:23])=[O:28])[CH3:25]. The catalyst class is: 2.